Dataset: Full USPTO retrosynthesis dataset with 1.9M reactions from patents (1976-2016). Task: Predict the reactants needed to synthesize the given product. (1) Given the product [Cl:1][C:2]1[N:3]=[CH:4][C:5]2[CH:6]=[CH:7][C:8]3[C:14]4[C:15](=[O:18])[CH2:16][CH2:17][C:13]=4[NH:12][C:9]=3[C:10]=2[CH:11]=1, predict the reactants needed to synthesize it. The reactants are: [Cl:1][C:2]1[N:3]=[CH:4][C:5]2[C:10]([CH:11]=1)=[C:9]([NH:12][C:13]1[CH2:17][CH2:16][C:15](=[O:18])[CH:14]=1)[CH:8]=[CH:7][CH:6]=2. (2) Given the product [CH:35]1([C:26](=[O:27])[CH2:25][O:24][C:19]2[C:20]([O:22][CH3:23])=[N:21][C:16]([C:14]([N:11]3[CH2:12][CH2:13][C:8]4([C:4]5[CH:5]=[CH:6][CH:7]=[C:2]([F:1])[CH:3]=5)[O:34][CH2:33][O:32][CH:9]4[CH2:10]3)=[O:15])=[CH:17][CH:18]=2)[CH2:37][CH2:36]1, predict the reactants needed to synthesize it. The reactants are: [F:1][C:2]1[CH:3]=[C:4]([C@@:8]23[O:34][CH2:33][O:32][C@@H:9]2[CH2:10][N:11]([C:14]([C:16]2[N:21]=[C:20]([O:22][CH3:23])[C:19]([O:24][CH2:25][C:26](N(OC)C)=[O:27])=[CH:18][CH:17]=2)=[O:15])[CH2:12][CH2:13]3)[CH:5]=[CH:6][CH:7]=1.[CH:35]1([Mg]Br)[CH2:37][CH2:36]1. (3) Given the product [N:22]1([CH2:6][C@@H:7]([NH:14][C:15](=[O:16])[O:17][C:18]([CH3:21])([CH3:20])[CH3:19])[C:8]2[CH:13]=[CH:12][CH:11]=[CH:10][CH:9]=2)[CH2:27][CH2:26][O:25][CH2:24][CH2:23]1, predict the reactants needed to synthesize it. The reactants are: CS(O[CH2:6][C@@H:7]([NH:14][C:15]([O:17][C:18]([CH3:21])([CH3:20])[CH3:19])=[O:16])[C:8]1[CH:13]=[CH:12][CH:11]=[CH:10][CH:9]=1)(=O)=O.[NH:22]1[CH2:27][CH2:26][O:25][CH2:24][CH2:23]1.C(OCC)C. (4) The reactants are: [C:1]([C:3]1[CH:8]=[CH:7][CH:6]=[CH:5][N:4]=1)#[N:2].[NH2:9][C:10]1[CH:11]=[CH:12][C:13]([C:16]#[N:17])=[N:14][CH:15]=1.O.[NH2:19][NH2:20]. Given the product [N:4]1[CH:5]=[CH:6][CH:7]=[CH:8][C:3]=1[C:1]1[NH:20][N:19]=[C:16]([C:13]2[N:14]=[CH:15][C:10]([NH2:9])=[CH:11][CH:12]=2)[NH:17][N:2]=1, predict the reactants needed to synthesize it. (5) Given the product [CH3:1][O:2][CH2:3][CH2:4][O:5][C:6]1[CH:11]=[CH:10][N:9]2[C:12]([C:15]([NH:17][C:18]3[CH:26]=[CH:25][CH:24]=[C:23]4[C:19]=3[CH:20]=[N:21][N:22]4[CH2:27][C:28]3[CH:37]=[CH:36][CH:35]=[C:30]([C:31](=[O:32])[NH:39][CH3:38])[CH:29]=3)=[O:16])=[CH:13][N:14]=[C:8]2[CH:7]=1, predict the reactants needed to synthesize it. The reactants are: [CH3:1][O:2][CH2:3][CH2:4][O:5][C:6]1[CH:11]=[CH:10][N:9]2[C:12]([C:15]([NH:17][C:18]3[CH:26]=[CH:25][CH:24]=[C:23]4[C:19]=3[CH:20]=[N:21][N:22]4[CH2:27][C:28]3[CH:29]=[C:30]([CH:35]=[CH:36][CH:37]=3)[C:31](OC)=[O:32])=[O:16])=[CH:13][N:14]=[C:8]2[CH:7]=1.[CH3:38][NH2:39]. (6) The reactants are: [CH3:1][CH:2]([CH2:6][CH2:7][CH2:8][CH:9]([CH3:11])[CH3:10])[CH2:3][CH2:4][OH:5].[H-].[Na+].Cl[S:15]([N:18]=C=O)(=[O:17])=[O:16].C(O)=O. Given the product [S:15](=[O:17])(=[O:16])([O:5][CH2:4][CH2:3][CH:2]([CH3:1])[CH2:6][CH2:7][CH2:8][CH:9]([CH3:11])[CH3:10])[NH2:18], predict the reactants needed to synthesize it.